Dataset: Forward reaction prediction with 1.9M reactions from USPTO patents (1976-2016). Task: Predict the product of the given reaction. (1) The product is: [F:1][C:2]([F:16])([C:8]1[CH:13]=[CH:12][CH:11]=[CH:10][C:9]=1[O:14][CH3:15])[C:3]([OH:5])=[O:4]. Given the reactants [F:1][C:2]([F:16])([C:8]1[CH:13]=[CH:12][CH:11]=[CH:10][C:9]=1[O:14][CH3:15])[C:3]([O:5]CC)=[O:4].CO.O.O.[OH-].[Li+], predict the reaction product. (2) Given the reactants Cl.[Br:2][C:3]1[CH:4]=[CH:5][C:6]([F:24])=[C:7]([C@:9]23[CH2:16][O:15][C@H:14]([C:17]([F:20])([F:19])[CH3:18])[C@H:13]2[CH2:12][O:11][N:10]3C(=O)C)[CH:8]=1.[OH-].[Na+].C(OCC)(=O)C, predict the reaction product. The product is: [Br:2][C:3]1[CH:4]=[CH:5][C:6]([F:24])=[C:7]([C@:9]23[CH2:16][O:15][C@H:14]([C:17]([F:20])([F:19])[CH3:18])[C@H:13]2[CH2:12][O:11][NH:10]3)[CH:8]=1. (3) Given the reactants [Cl:1][C:2]1[CH:9]=[C:8]([O:10][C:11]2[CH:16]=[CH:15][C:14]([CH2:17][OH:18])=[CH:13][C:12]=2[F:19])[CH:7]=[CH:6][C:3]=1[C:4]#[N:5].[H-].[Na+].Cl[C:23]1[CH:24]=[C:25]2[N:32]([CH3:33])[CH2:31][CH2:30][N:26]2[C:27](=[O:29])[N:28]=1, predict the reaction product. The product is: [Cl:1][C:2]1[CH:9]=[C:8]([O:10][C:11]2[CH:16]=[CH:15][C:14]([CH2:17][O:18][C:23]3[CH:24]=[C:25]4[N:32]([CH3:33])[CH2:31][CH2:30][N:26]4[C:27](=[O:29])[N:28]=3)=[CH:13][C:12]=2[F:19])[CH:7]=[CH:6][C:3]=1[C:4]#[N:5]. (4) Given the reactants [NH2:1][CH2:2][C:3]1[CH:8]=[CH:7][C:6]([NH:9][C:10](=[O:29])[C:11]2[CH:16]=[CH:15][C:14]([CH3:17])=[C:13]([C:18]#[C:19][C:20]3[N:24]4[N:25]=[CH:26][CH:27]=[CH:28][C:23]4=[N:22][CH:21]=3)[CH:12]=2)=[CH:5][C:4]=1[C:30]([F:33])([F:32])[F:31].Cl.Cl[CH2:36][CH2:37][N:38]([CH2:40][CH2:41]Cl)[CH3:39].C(=O)([O-])[O-].[K+].[K+], predict the reaction product. The product is: [N:22]1[CH:21]=[C:20]([C:19]#[C:18][C:13]2[CH:12]=[C:11]([CH:16]=[CH:15][C:14]=2[CH3:17])[C:10]([NH:9][C:6]2[CH:7]=[CH:8][C:3]([CH2:2][N:1]3[CH2:41][CH2:40][N:38]([CH3:39])[CH2:37][CH2:36]3)=[C:4]([C:30]([F:32])([F:31])[F:33])[CH:5]=2)=[O:29])[N:24]2[C:23]=1[CH:28]=[CH:27][CH:26]=[N:25]2. (5) Given the reactants [Cl:1][C:2]1[CH:7]=[CH:6][C:5]([C:8]2[CH2:13][CH2:12][C:11]([F:15])([F:14])[CH2:10][C:9]=2[CH2:16][OH:17])=[CH:4][CH:3]=1.CC(OI1(OC(C)=O)(OC(C)=O)OC(=O)C2C=CC=CC1=2)=O, predict the reaction product. The product is: [Cl:1][C:2]1[CH:7]=[CH:6][C:5]([C:8]2[CH2:13][CH2:12][C:11]([F:15])([F:14])[CH2:10][C:9]=2[CH:16]=[O:17])=[CH:4][CH:3]=1. (6) Given the reactants C([O:8][C:9]1[CH:37]=[CH:36][C:12]2[NH:13][C:14]([C:19]3[C:20](=[O:35])[N:21]([NH:30][CH2:31][CH:32]4[CH2:34][CH2:33]4)[C:22]4[C:27]([C:28]=3[OH:29])=[CH:26][CH:25]=[CH:24][CH:23]=4)=[N:15][S:16](=[O:18])(=[O:17])[C:11]=2[CH:10]=1)C1C=CC=CC=1.C([O-])=O.[NH4+], predict the reaction product. The product is: [CH:32]1([CH2:31][NH:30][N:21]2[C:22]3[C:27](=[CH:26][CH:25]=[CH:24][CH:23]=3)[C:28]([OH:29])=[C:19]([C:14]3[NH:13][C:12]4[CH:36]=[CH:37][C:9]([OH:8])=[CH:10][C:11]=4[S:16](=[O:17])(=[O:18])[N:15]=3)[C:20]2=[O:35])[CH2:33][CH2:34]1.